From a dataset of Full USPTO retrosynthesis dataset with 1.9M reactions from patents (1976-2016). Predict the reactants needed to synthesize the given product. (1) Given the product [Cl:15][C:16]1[CH:17]=[CH:18][C:19]([CH3:25])=[C:20]([NH:22][C:23]2[O:14][C:3]3[C:4]([F:13])=[C:5]([CH2:8][C:9]([O:11][CH3:12])=[O:10])[CH:6]=[CH:7][C:2]=3[N:1]=2)[CH:21]=1, predict the reactants needed to synthesize it. The reactants are: [NH2:1][C:2]1[CH:7]=[CH:6][C:5]([CH2:8][C:9]([O:11][CH3:12])=[O:10])=[C:4]([F:13])[C:3]=1[OH:14].[Cl:15][C:16]1[CH:17]=[CH:18][C:19]([CH3:25])=[C:20]([N:22]=[C:23]=S)[CH:21]=1. (2) Given the product [CH3:36][NH:33][C:34]([N:14]1[CH2:15][CH2:16][CH2:17][CH:12]([C:6]2([CH2:18][C:19]3[CH:24]=[CH:23][CH:22]=[C:21]([Cl:25])[CH:20]=3)[C:5]3[C:9](=[CH:10][C:2]([Cl:1])=[CH:3][CH:4]=3)[NH:8][C:7]2=[O:11])[CH2:13]1)=[O:35], predict the reactants needed to synthesize it. The reactants are: [Cl:1][C:2]1[CH:10]=[C:9]2[C:5]([C:6]([CH2:18][C:19]3[CH:24]=[CH:23][CH:22]=[C:21]([Cl:25])[CH:20]=3)([CH:12]3[CH2:17][CH2:16][CH2:15][NH:14][CH2:13]3)[C:7](=[O:11])[NH:8]2)=[CH:4][CH:3]=1.C(N(CC)CC)C.[N:33]([CH3:36])=[C:34]=[O:35]. (3) Given the product [NH2:20][C:18]1[N:19]=[C:14]([N:7]2[C:8]3[C:9](=[N:10][CH:11]=[CH:12][CH:13]=3)[C:5]([CH2:4][C:3]3[CH:23]=[CH:24][CH:25]=[CH:26][C:2]=3[F:1])=[N:6]2)[N:15]=[C:16]2[C:17]=1[N:21]([CH2:28][CH3:29])[C:31](=[O:30])[NH:22]2, predict the reactants needed to synthesize it. The reactants are: [F:1][C:2]1[CH:26]=[CH:25][CH:24]=[CH:23][C:3]=1[CH2:4][C:5]1[C:9]2=[N:10][CH:11]=[CH:12][CH:13]=[C:8]2[N:7]([C:14]2[N:19]=[C:18]([NH2:20])[C:17]([NH2:21])=[C:16]([NH2:22])[N:15]=2)[N:6]=1.I[CH2:28][CH3:29].[O:30]1CCC[CH2:31]1. (4) Given the product [O:1]1[CH:5]=[CH:4][CH:3]=[C:2]1[C:6]1[CH:7]=[C:8]([CH:9]=[CH:10][CH:11]=1)[O:12][CH2:14][C:15]([O:17][CH3:18])=[O:16], predict the reactants needed to synthesize it. The reactants are: [O:1]1[CH:5]=[CH:4][CH:3]=[C:2]1[C:6]1[CH:7]=[C:8]([OH:12])[CH:9]=[CH:10][CH:11]=1.Br[CH2:14][C:15]([O:17][CH3:18])=[O:16].C(=O)([O-])[O-].[Cs+].[Cs+]. (5) Given the product [CH:24]12[CH2:33][CH:28]3[CH2:29][CH:30]([CH2:32][CH:26]([CH2:27]3)[CH:25]1[NH:34][C:21]([C:6]1[CH:7]=[N:8][N:9]([C:10]3[CH:15]=[CH:14][C:13]([Cl:16])=[C:12]([C:17]([F:18])([F:20])[F:19])[CH:11]=3)[C:5]=1[C:1]([CH3:4])([CH3:3])[CH3:2])=[O:23])[CH2:31]2, predict the reactants needed to synthesize it. The reactants are: [C:1]([C:5]1[N:9]([C:10]2[CH:15]=[CH:14][C:13]([Cl:16])=[C:12]([C:17]([F:20])([F:19])[F:18])[CH:11]=2)[N:8]=[CH:7][C:6]=1[C:21]([OH:23])=O)([CH3:4])([CH3:3])[CH3:2].[CH:24]12[CH2:33][CH:28]3[CH2:29][CH:30]([CH2:32][CH:26]([CH2:27]3)[CH:25]1[NH:34]C(C1C=NN(C3C=CC(Cl)=CC=3C)C=1C(C)(C)C)=O)[CH2:31]2.